Dataset: Reaction yield outcomes from USPTO patents with 853,638 reactions. Task: Predict the reaction yield, written as a fraction of the theoretical maximum amount of product (1.0 means a 100% yield; for example, 0.34 means a 34% yield). The reactants are Br[C:2]1[C:3]2[C:4]3[CH:18]=[CH:17][S:16][C:5]=3[C:6](=[O:15])[NH:7][C:8]=2[C:9]([CH3:14])=[CH:10][C:11]=1[O:12][CH3:13].[F:19][C:20]1[CH:25]=[C:24](B2OC(C)(C)C(C)(C)O2)[CH:23]=[CH:22][C:21]=1[CH:35]([CH3:45])[CH2:36][NH:37][C:38](=[O:44])[O:39][C:40]([CH3:43])([CH3:42])[CH3:41]. No catalyst specified. The product is [F:19][C:20]1[CH:25]=[C:24]([C:2]2[C:3]3[C:4]4[CH:18]=[CH:17][S:16][C:5]=4[C:6](=[O:15])[NH:7][C:8]=3[C:9]([CH3:14])=[CH:10][C:11]=2[O:12][CH3:13])[CH:23]=[CH:22][C:21]=1[CH:35]([CH3:45])[CH2:36][NH:37][C:38](=[O:44])[O:39][C:40]([CH3:42])([CH3:41])[CH3:43]. The yield is 0.270.